Dataset: Peptide-MHC class II binding affinity with 134,281 pairs from IEDB. Task: Regression. Given a peptide amino acid sequence and an MHC pseudo amino acid sequence, predict their binding affinity value. This is MHC class II binding data. (1) The peptide sequence is NTSYRLISCNTSVI. The MHC is H-2-IAd with pseudo-sequence H-2-IAd. The binding affinity (normalized) is 0.393. (2) The peptide sequence is MEVGAYRSPFSRVVHLYRNGK. The MHC is HLA-DPA10103-DPB10201 with pseudo-sequence HLA-DPA10103-DPB10201. The binding affinity (normalized) is 0.